From a dataset of Aqueous solubility values for 9,982 compounds from the AqSolDB database. Regression/Classification. Given a drug SMILES string, predict its absorption, distribution, metabolism, or excretion properties. Task type varies by dataset: regression for continuous measurements (e.g., permeability, clearance, half-life) or binary classification for categorical outcomes (e.g., BBB penetration, CYP inhibition). For this dataset (solubility_aqsoldb), we predict Y. (1) The molecule is N#CCC#N. The Y is 0.250 log mol/L. (2) The molecule is OCC(O)COCC(O)CO. The Y is 0.779 log mol/L. (3) The Y is 0.316 log mol/L. The molecule is CN(C)CCCNC1CC(C)(C)NC(C)(C)C1. (4) The molecule is C=C(CC(Cl)(Cl)Cl)c1ccccc1. The Y is -4.28 log mol/L. (5) The drug is CC1(C)SC2C(NC(=O)Cc3ccccc3)C(=O)N2C1C(=O)O. The Y is -1.63 log mol/L. (6) The compound is Cc1ccc2c(c1)C(=O)c1ccccc1C2=O. The Y is -6.12 log mol/L. (7) The molecule is CCCS(=O)(=O)C(S(=O)(=O)CCC)S(=O)(=O)CCC. The Y is -1.95 log mol/L. (8) The molecule is Nc1ccc([N+](=O)[O-])cc1. The Y is -2.28 log mol/L. (9) The drug is CC(C)C=CCC(=O)O. The Y is -1.15 log mol/L.